From a dataset of Full USPTO retrosynthesis dataset with 1.9M reactions from patents (1976-2016). Predict the reactants needed to synthesize the given product. (1) Given the product [N:32]([CH2:20][C@:16]1([CH3:19])[O:15][C:14]2[C:9]([C:4]3[CH:5]=[CH:6][CH:7]=[CH:8][C:3]=3[O:2][CH3:1])=[CH:10][CH:11]=[CH:12][C:13]=2[O:18][CH2:17]1)=[N+:33]=[N-:34], predict the reactants needed to synthesize it. The reactants are: [CH3:1][O:2][C:3]1[CH:8]=[CH:7][CH:6]=[CH:5][C:4]=1[C:9]1[C:14]2[O:15][C@:16]([CH2:20]OS(C3C=CC(C)=CC=3)(=O)=O)([CH3:19])[CH2:17][O:18][C:13]=2[CH:12]=[CH:11][CH:10]=1.[N-:32]=[N+:33]=[N-:34].[Na+]. (2) Given the product [F:1][C:2]1[CH:3]=[C:4]([C:12]2[CH2:17][CH2:16][NH:15][CH2:14][CH:13]=2)[CH:5]=[C:6]([S:8]([CH3:11])(=[O:10])=[O:9])[CH:7]=1, predict the reactants needed to synthesize it. The reactants are: [F:1][C:2]1[CH:3]=[C:4]([C:12]2(O)[CH2:17][CH2:16][N:15](C(OC(C)(C)C)=O)[CH2:14][CH2:13]2)[CH:5]=[C:6]([S:8]([CH3:11])(=[O:10])=[O:9])[CH:7]=1.[OH-].[Na+]. (3) The reactants are: CC1(C)C(C)(C)OB([C:9]2[CH:10]=[C:11]([NH2:15])[CH:12]=[N:13][CH:14]=2)O1.Br[C:18]1[S:19][CH:20]=[CH:21][N:22]=1.C([O-])([O-])=O.[Cs+].[Cs+].O. Given the product [S:19]1[CH:20]=[CH:21][N:22]=[C:18]1[C:9]1[CH:10]=[C:11]([NH2:15])[CH:12]=[N:13][CH:14]=1, predict the reactants needed to synthesize it.